This data is from NCI-60 drug combinations with 297,098 pairs across 59 cell lines. The task is: Regression. Given two drug SMILES strings and cell line genomic features, predict the synergy score measuring deviation from expected non-interaction effect. (1) Drug 1: CC1C(C(CC(O1)OC2CC(CC3=C2C(=C4C(=C3O)C(=O)C5=C(C4=O)C(=CC=C5)OC)O)(C(=O)CO)O)N)O.Cl. Drug 2: B(C(CC(C)C)NC(=O)C(CC1=CC=CC=C1)NC(=O)C2=NC=CN=C2)(O)O. Cell line: HT29. Synergy scores: CSS=19.7, Synergy_ZIP=1.45, Synergy_Bliss=1.69, Synergy_Loewe=-41.5, Synergy_HSA=-1.26. (2) Drug 1: CC1OCC2C(O1)C(C(C(O2)OC3C4COC(=O)C4C(C5=CC6=C(C=C35)OCO6)C7=CC(=C(C(=C7)OC)O)OC)O)O. Drug 2: C1CCC(C(C1)N)N.C(=O)(C(=O)[O-])[O-].[Pt+4]. Cell line: HL-60(TB). Synergy scores: CSS=56.9, Synergy_ZIP=-4.62, Synergy_Bliss=-4.17, Synergy_Loewe=-4.43, Synergy_HSA=-1.64. (3) Drug 1: CNC(=O)C1=NC=CC(=C1)OC2=CC=C(C=C2)NC(=O)NC3=CC(=C(C=C3)Cl)C(F)(F)F. Drug 2: CN(CC1=CN=C2C(=N1)C(=NC(=N2)N)N)C3=CC=C(C=C3)C(=O)NC(CCC(=O)O)C(=O)O. Cell line: SNB-75. Synergy scores: CSS=1.27, Synergy_ZIP=-4.56, Synergy_Bliss=-2.19, Synergy_Loewe=-21.4, Synergy_HSA=-5.21. (4) Drug 1: CC1=C(C=C(C=C1)NC2=NC=CC(=N2)N(C)C3=CC4=NN(C(=C4C=C3)C)C)S(=O)(=O)N.Cl. Drug 2: B(C(CC(C)C)NC(=O)C(CC1=CC=CC=C1)NC(=O)C2=NC=CN=C2)(O)O. Cell line: HCT-15. Synergy scores: CSS=-1.01, Synergy_ZIP=0.590, Synergy_Bliss=-2.75, Synergy_Loewe=-5.84, Synergy_HSA=-4.62. (5) Drug 2: COC1=C2C(=CC3=C1OC=C3)C=CC(=O)O2. Cell line: SR. Synergy scores: CSS=16.3, Synergy_ZIP=-10.2, Synergy_Bliss=-7.38, Synergy_Loewe=-10.5, Synergy_HSA=-10.4. Drug 1: CC1CCC2CC(C(=CC=CC=CC(CC(C(=O)C(C(C(=CC(C(=O)CC(OC(=O)C3CCCCN3C(=O)C(=O)C1(O2)O)C(C)CC4CCC(C(C4)OC)OCCO)C)C)O)OC)C)C)C)OC. (6) Drug 1: C1=CC(=CC=C1CCCC(=O)O)N(CCCl)CCCl. Drug 2: C1=CC(=CC=C1C#N)C(C2=CC=C(C=C2)C#N)N3C=NC=N3. Cell line: EKVX. Synergy scores: CSS=-4.59, Synergy_ZIP=-5.03, Synergy_Bliss=-10.7, Synergy_Loewe=-11.4, Synergy_HSA=-9.81. (7) Drug 1: CC1=C2C(C(=O)C3(C(CC4C(C3C(C(C2(C)C)(CC1OC(=O)C(C(C5=CC=CC=C5)NC(=O)C6=CC=CC=C6)O)O)OC(=O)C7=CC=CC=C7)(CO4)OC(=O)C)O)C)OC(=O)C. Cell line: DU-145. Synergy scores: CSS=16.4, Synergy_ZIP=6.09, Synergy_Bliss=7.70, Synergy_Loewe=-20.3, Synergy_HSA=4.73. Drug 2: C1=CN(C=N1)CC(O)(P(=O)(O)O)P(=O)(O)O. (8) Drug 1: CS(=O)(=O)C1=CC(=C(C=C1)C(=O)NC2=CC(=C(C=C2)Cl)C3=CC=CC=N3)Cl. Drug 2: C(CN)CNCCSP(=O)(O)O. Cell line: MALME-3M. Synergy scores: CSS=-3.74, Synergy_ZIP=-1.74, Synergy_Bliss=-6.86, Synergy_Loewe=-7.82, Synergy_HSA=-7.76. (9) Drug 1: CCCCC(=O)OCC(=O)C1(CC(C2=C(C1)C(=C3C(=C2O)C(=O)C4=C(C3=O)C=CC=C4OC)O)OC5CC(C(C(O5)C)O)NC(=O)C(F)(F)F)O. Drug 2: CC=C1C(=O)NC(C(=O)OC2CC(=O)NC(C(=O)NC(CSSCCC=C2)C(=O)N1)C(C)C)C(C)C. Cell line: SNB-19. Synergy scores: CSS=49.1, Synergy_ZIP=7.84, Synergy_Bliss=11.2, Synergy_Loewe=-8.69, Synergy_HSA=9.55. (10) Drug 1: C1CCC(CC1)NC(=O)N(CCCl)N=O. Synergy scores: CSS=39.8, Synergy_ZIP=-2.87, Synergy_Bliss=-1.54, Synergy_Loewe=-19.1, Synergy_HSA=1.41. Cell line: NCI-H460. Drug 2: C1=NC2=C(N1)C(=S)N=C(N2)N.